This data is from Forward reaction prediction with 1.9M reactions from USPTO patents (1976-2016). The task is: Predict the product of the given reaction. (1) Given the reactants Cl[C:2]1[NH:6][C:5]2[CH:7]=[CH:8][CH:9]=[CH:10][C:4]=2[N:3]=1.[OH:11][C:12]1[CH:17]=[CH:16][C:15]([N:18]2[C:22]3=[N:23][CH:24]=[CH:25][CH:26]=[C:21]3[C:20](=[O:27])[N:19]2[CH3:28])=[CH:14][CH:13]=1.C(N(CC)CC)C, predict the reaction product. The product is: [NH:3]1[C:4]2[CH:10]=[CH:9][CH:8]=[CH:7][C:5]=2[N:6]=[C:2]1[O:11][C:12]1[CH:13]=[CH:14][C:15]([N:18]2[C:22]3=[N:23][CH:24]=[CH:25][CH:26]=[C:21]3[C:20](=[O:27])[N:19]2[CH3:28])=[CH:16][CH:17]=1. (2) Given the reactants Br[C:2]1[CH:3]=[C:4]([C:8]2[C:17]([O:18][C:19]3[C:28]4[C:23](=[CH:24][C:25]([O:31][CH3:32])=[C:26]([O:29][CH3:30])[CH:27]=4)[N:22]=[CH:21][CH:20]=3)=[CH:16][C:15]3[C:10](=[CH:11][CH:12]=[CH:13][CH:14]=3)[N:9]=2)[S:5][C:6]=1[Cl:7].[CH3:33]B(O)O.O.C(=O)([O-])[O-].[Cs+].[Cs+], predict the reaction product. The product is: [Cl:7][C:6]1[S:5][C:4]([C:8]2[C:17]([O:18][C:19]3[C:28]4[C:23](=[CH:24][C:25]([O:31][CH3:32])=[C:26]([O:29][CH3:30])[CH:27]=4)[N:22]=[CH:21][CH:20]=3)=[CH:16][C:15]3[C:10](=[CH:11][CH:12]=[CH:13][CH:14]=3)[N:9]=2)=[CH:3][C:2]=1[CH3:33]. (3) Given the reactants [S-:1][C:2]#[N:3].[Na+].[Cl-].[CH3:6][O:7][CH2:8][N+:9]1([CH3:14])[CH2:13][CH2:12][CH2:11][CH2:10]1, predict the reaction product. The product is: [S-:1][C:2]#[N:3].[CH3:6][O:7][CH2:8][N+:9]1([CH3:14])[CH2:13][CH2:12][CH2:11][CH2:10]1.